Dataset: Merck oncology drug combination screen with 23,052 pairs across 39 cell lines. Task: Regression. Given two drug SMILES strings and cell line genomic features, predict the synergy score measuring deviation from expected non-interaction effect. (1) Drug 1: O=c1[nH]cc(F)c(=O)[nH]1. Drug 2: O=C(CCCCCCC(=O)Nc1ccccc1)NO. Cell line: MSTO. Synergy scores: synergy=9.24. (2) Drug 1: CC(C)CC(NC(=O)C(Cc1ccccc1)NC(=O)c1cnccn1)B(O)O. Drug 2: NC1CCCCC1N.O=C(O)C(=O)O.[Pt+2]. Cell line: SKOV3. Synergy scores: synergy=3.35. (3) Drug 1: O=S1(=O)NC2(CN1CC(F)(F)F)C1CCC2Cc2cc(C=CCN3CCC(C(F)(F)F)CC3)ccc2C1. Drug 2: CCC1(O)CC2CN(CCc3c([nH]c4ccccc34)C(C(=O)OC)(c3cc4c(cc3OC)N(C)C3C(O)(C(=O)OC)C(OC(C)=O)C5(CC)C=CCN6CCC43C65)C2)C1. Cell line: OVCAR3. Synergy scores: synergy=36.0. (4) Drug 1: CC(=O)OC1C(=O)C2(C)C(O)CC3OCC3(OC(C)=O)C2C(OC(=O)c2ccccc2)C2(O)CC(OC(=O)C(O)C(NC(=O)c3ccccc3)c3ccccc3)C(C)=C1C2(C)C. Drug 2: CC(C)CC(NC(=O)C(Cc1ccccc1)NC(=O)c1cnccn1)B(O)O. Cell line: DLD1. Synergy scores: synergy=9.29. (5) Drug 1: COc1cccc2c1C(=O)c1c(O)c3c(c(O)c1C2=O)CC(O)(C(=O)CO)CC3OC1CC(N)C(O)C(C)O1. Drug 2: Cc1nc(Nc2ncc(C(=O)Nc3c(C)cccc3Cl)s2)cc(N2CCN(CCO)CC2)n1. Cell line: UWB1289. Synergy scores: synergy=14.9.